This data is from Forward reaction prediction with 1.9M reactions from USPTO patents (1976-2016). The task is: Predict the product of the given reaction. (1) Given the reactants [Cl:1][C:2]1[CH:14]=[CH:13][C:5]([CH2:6][NH:7][C:8]([CH:10]2[CH2:12][CH2:11]2)=[O:9])=[CH:4][C:3]=1[N:15]1[C:19](=[O:20])[NH:18][C:17]([C:21]2[CH:26]=[CH:25][C:24](I)=[CH:23][C:22]=2[F:28])=[N:16]1.[Cl:29][C:30]1[CH:35]=[C:34]([C:36]([F:39])([F:38])[F:37])[CH:33]=[CH:32][C:31]=1[C:40]#[CH:41].CCCC[N+](CCCC)(CCCC)CCCC.[F-], predict the reaction product. The product is: [Cl:1][C:2]1[CH:14]=[CH:13][C:5]([CH2:6][NH:7][C:8]([CH:10]2[CH2:12][CH2:11]2)=[O:9])=[CH:4][C:3]=1[N:15]1[C:19](=[O:20])[NH:18][C:17]([C:21]2[CH:26]=[CH:25][C:24]([C:41]#[C:40][C:31]3[CH:32]=[CH:33][C:34]([C:36]([F:37])([F:38])[F:39])=[CH:35][C:30]=3[Cl:29])=[CH:23][C:22]=2[F:28])=[N:16]1. (2) Given the reactants [CH3:1][N:2]([C:10]([C:12]1[CH:17]=[CH:16][C:15]([C:18]2[CH:23]=[CH:22][C:21]([N+:24]([O-])=O)=[CH:20][CH:19]=2)=[CH:14][CH:13]=1)=[O:11])[C:3]([CH3:9])([C:5]([O:7][CH3:8])=[O:6])[CH3:4].Cl, predict the reaction product. The product is: [NH2:24][C:21]1[CH:20]=[CH:19][C:18]([C:15]2[CH:16]=[CH:17][C:12]([C:10]([N:2]([CH3:1])[C:3]([CH3:4])([C:5]([O:7][CH3:8])=[O:6])[CH3:9])=[O:11])=[CH:13][CH:14]=2)=[CH:23][CH:22]=1. (3) The product is: [Br:24][C:6]1[C:7]2[C:12]([C:13]([O:15][CH2:16][CH3:17])=[O:14])=[CH:11][C:10]([C:18]3[CH:19]=[CH:20][CH:21]=[CH:22][CH:23]=3)=[N:9][C:8]=2[N:4]([CH:2]([CH3:3])[CH3:1])[N:5]=1. Given the reactants [CH3:1][CH:2]([N:4]1[C:8]2[N:9]=[C:10]([C:18]3[CH:23]=[CH:22][CH:21]=[CH:20][CH:19]=3)[CH:11]=[C:12]([C:13]([O:15][CH2:16][CH3:17])=[O:14])[C:7]=2[CH:6]=[N:5]1)[CH3:3].[Br:24]Br.C(=O)(O)[O-].[Na+], predict the reaction product. (4) The product is: [C:1]([C@:3]1([OH:11])[CH:8]2[CH2:9][CH2:10][N:5]([CH2:6][CH2:7]2)[CH2:4]1)#[CH:2]. Given the reactants [C:1]([C:3]1([OH:11])[CH:8]2[CH2:9][CH2:10][N:5]([CH2:6][CH2:7]2)[CH2:4]1)#[CH:2].C(O)(=O)[C@@H]([C@H](C(O)=O)O)O, predict the reaction product. (5) Given the reactants Br[C:2]1[S:6][C:5]([N:7]([CH2:15][C@@H:16]([NH:29][C:30]([O:32][C:33]([CH3:36])([CH3:35])[CH3:34])=[O:31])[C@H:17]([C:19]2[CH:24]=[CH:23][C:22]([C:25]([F:28])([F:27])[F:26])=[CH:21][CH:20]=2)[CH3:18])[C:8](=[O:14])[O:9][C:10]([CH3:13])([CH3:12])[CH3:11])=[N:4][C:3]=1[CH2:37][O:38][CH3:39].C(OC(N[C@@H](CC1C=NC(C(F)(F)F)=CC=1)CN(C1SC([C:63]2[CH:64]=[C:65]3[C:70](=[CH:71][CH:72]=2)[CH:69]=[N:68][C:67]([F:73])=[CH:66]3)=CN=1)C(=O)OC(C)(C)C)=O)(C)(C)C.C([O-])(=O)C.[K+], predict the reaction product. The product is: [C:33]([O:32][C:30]([NH:29][C@@H:16]([C@H:17]([C:19]1[CH:24]=[CH:23][C:22]([C:25]([F:28])([F:27])[F:26])=[CH:21][CH:20]=1)[CH3:18])[CH2:15][N:7]([C:5]1[S:6][C:2]([C:63]2[CH:64]=[C:65]3[C:70](=[CH:71][CH:72]=2)[CH:69]=[N:68][C:67]([F:73])=[CH:66]3)=[C:3]([CH2:37][O:38][CH3:39])[N:4]=1)[C:8](=[O:14])[O:9][C:10]([CH3:13])([CH3:12])[CH3:11])=[O:31])([CH3:36])([CH3:35])[CH3:34].